From a dataset of Peptide-MHC class I binding affinity with 185,985 pairs from IEDB/IMGT. Regression. Given a peptide amino acid sequence and an MHC pseudo amino acid sequence, predict their binding affinity value. This is MHC class I binding data. (1) The peptide sequence is APAKKAAAK. The MHC is HLA-A02:01 with pseudo-sequence HLA-A02:01. The binding affinity (normalized) is 0.0847. (2) The peptide sequence is DHQAAFQYI. The MHC is HLA-A03:01 with pseudo-sequence HLA-A03:01. The binding affinity (normalized) is 0.